This data is from Full USPTO retrosynthesis dataset with 1.9M reactions from patents (1976-2016). The task is: Predict the reactants needed to synthesize the given product. (1) Given the product [NH2:1][C:2]1[C:7]([F:8])=[C:6]([C:24]2[CH:31]=[CH:30][C:27]([CH:28]=[O:29])=[CH:26][CH:25]=2)[N:5]=[C:4]([C:10]([O:12][CH3:13])=[O:11])[C:3]=1[O:14][CH3:15], predict the reactants needed to synthesize it. The reactants are: [NH2:1][C:2]1[C:7]([F:8])=[C:6](Cl)[N:5]=[C:4]([C:10]([O:12][CH3:13])=[O:11])[C:3]=1[O:14][CH3:15].CC1(C)C(C)(C)OB([C:24]2[CH:31]=[CH:30][C:27]([CH:28]=[O:29])=[CH:26][CH:25]=2)O1.[F-].[K+].CC#N. (2) Given the product [CH:1]1([N:6]2[CH2:12][C:11]([F:13])([F:14])[C:10](=[O:15])[N:9]([CH3:16])[C:8]3[CH:17]=[N:18][C:19]([NH:21][C:22]4[CH:30]=[CH:29][C:25]([C:26]([NH:75][CH2:74][CH2:73][NH:72][C:66]5[CH:71]=[CH:70][CH:69]=[CH:68][CH:67]=5)=[O:27])=[CH:24][C:23]=4[O:31][CH3:32])=[N:20][C:7]2=3)[CH2:2][CH2:3][CH2:4][CH2:5]1, predict the reactants needed to synthesize it. The reactants are: [CH:1]1([N:6]2[CH2:12][C:11]([F:14])([F:13])[C:10](=[O:15])[N:9]([CH3:16])[C:8]3[CH:17]=[N:18][C:19]([NH:21][C:22]4[CH:30]=[CH:29][C:25]([C:26](O)=[O:27])=[CH:24][C:23]=4[O:31][CH3:32])=[N:20][C:7]2=3)[CH2:5][CH2:4][CH2:3][CH2:2]1.F[P-](F)(F)(F)(F)F.CN(C(N(C)C)=[N+]1C2C(=NC=CC=2)[N+]([O-])=N1)C.C(N(C(C)C)C(C)C)C.[C:66]1([NH:72][CH2:73][CH2:74][NH2:75])[CH:71]=[CH:70][CH:69]=[CH:68][CH:67]=1. (3) Given the product [F:27][C:24]1[CH:23]=[CH:22][C:21]([CH2:20][CH:16]([C:17](=[O:19])[CH3:18])[C:15]([NH:1][C:2]2[CH:3]=[C:4]([OH:9])[CH:5]=[CH:6][C:7]=2[F:8])=[O:28])=[CH:26][CH:25]=1, predict the reactants needed to synthesize it. The reactants are: [NH2:1][C:2]1[CH:3]=[C:4]([OH:9])[CH:5]=[CH:6][C:7]=1[F:8].C(S[C:15](=[O:28])[CH:16]([CH2:20][C:21]1[CH:26]=[CH:25][C:24]([F:27])=[CH:23][CH:22]=1)[C:17](=[O:19])[CH3:18])(C)(C)C. (4) Given the product [OH:36][CH:28]([CH2:29][N:30]1[CH2:31][CH2:32][O:33][CH2:34][CH2:35]1)[CH2:27][NH:26][CH2:25][C:23]1[O:24][C:20]([C:4]2[CH:3]=[C:2]([C:42]3[CH:43]=[C:44]([NH:45][S:46]([CH3:49])(=[O:47])=[O:48])[C:39]([O:38][CH3:37])=[N:40][CH:41]=3)[CH:10]=[C:9]3[C:5]=2[CH:6]=[N:7][NH:8]3)=[N:21][N:22]=1, predict the reactants needed to synthesize it. The reactants are: Br[C:2]1[CH:10]=[C:9]2[C:5]([CH:6]=[N:7][N:8]2S(C2C=CC=CC=2)(=O)=O)=[C:4]([C:20]2[O:24][C:23]([CH2:25][NH:26][CH2:27][CH:28]([OH:36])[CH2:29][N:30]3[CH2:35][CH2:34][O:33][CH2:32][CH2:31]3)=[N:22][N:21]=2)[CH:3]=1.[CH3:37][O:38][C:39]1[C:44]([NH:45][S:46]([CH3:49])(=[O:48])=[O:47])=[CH:43][C:42](B2OC(C)(C)C(C)(C)O2)=[CH:41][N:40]=1.[O-]P([O-])([O-])=O.[K+].[K+].[K+].O1CCOCC1. (5) Given the product [CH3:16][O:17][C:18]1[CH:23]=[CH:22][CH:21]=[CH:20][C:19]=1[S:24]([NH:1][CH2:2][CH:3]1[CH2:8][CH2:7][CH2:6][CH2:5][N:4]1[C:9]([O:11][C:12]([CH3:15])([CH3:14])[CH3:13])=[O:10])(=[O:26])=[O:25], predict the reactants needed to synthesize it. The reactants are: [NH2:1][CH2:2][CH:3]1[CH2:8][CH2:7][CH2:6][CH2:5][N:4]1[C:9]([O:11][C:12]([CH3:15])([CH3:14])[CH3:13])=[O:10].[CH3:16][O:17][C:18]1[CH:23]=[CH:22][CH:21]=[CH:20][C:19]=1[S:24](Cl)(=[O:26])=[O:25].C(N(C(C)C)CC)(C)C. (6) Given the product [CH3:11][O:12][C:13]([NH:1][C@@H:2]([CH:6]([CH3:8])[CH3:7])[C:3]([OH:5])=[O:4])=[O:14], predict the reactants needed to synthesize it. The reactants are: [NH2:1][C@@H:2]([CH:6]([CH3:8])[CH3:7])[C:3]([OH:5])=[O:4].[OH-].[Na+].[CH3:11][O:12][C:13](Cl)=[O:14].Cl. (7) Given the product [CH3:17][O:18][C:19](=[O:38])[C:20]1[CH:21]=[C:22]([N+:35]([O-:37])=[O:36])[CH:23]=[C:24]([C:2]2[CH:7]=[CH:6][C:5]([CH3:8])=[CH:4][N:3]=2)[CH:25]=1, predict the reactants needed to synthesize it. The reactants are: Br[C:2]1[CH:7]=[CH:6][C:5]([CH3:8])=[CH:4][N:3]=1.[O-]P([O-])([O-])=O.[K+].[K+].[K+].[CH3:17][O:18][C:19](=[O:38])[C:20]1[CH:25]=[C:24](B2OC(C)(C)C(C)(C)O2)[CH:23]=[C:22]([N+:35]([O-:37])=[O:36])[CH:21]=1.